Dataset: Retrosynthesis with 50K atom-mapped reactions and 10 reaction types from USPTO. Task: Predict the reactants needed to synthesize the given product. (1) Given the product OCC1CCN(c2nc3ccccc3s2)CC1, predict the reactants needed to synthesize it. The reactants are: Clc1nc2ccccc2s1.OCC1CCNCC1. (2) Given the product CS(=O)(=O)OCCc1ccc(N2CCOC2=O)cc1, predict the reactants needed to synthesize it. The reactants are: CS(=O)(=O)Cl.O=C1OCCN1c1ccc(CCO)cc1. (3) Given the product CCOC(=O)c1ccc2c(c1)C(=O)CC(c1ccccc1)=N2, predict the reactants needed to synthesize it. The reactants are: CCO.O=C(O)c1ccc2c(c1)C(=O)CC(c1ccccc1)=N2. (4) Given the product O=C(CNC(=O)c1cccc(C(F)(F)F)c1)NC1CN(C2CCC(O)(c3ccc(Br)cn3)CC2)C1, predict the reactants needed to synthesize it. The reactants are: O=C(CNC(=O)c1cccc(C(F)(F)F)c1)NC1CNC1.O=C1CCC(O)(c2ccc(Br)cn2)CC1. (5) Given the product FS(F)(F)(F)(F)c1ccc(C=Cc2nc(COc3ccc(OCCCn4ccnn4)cc3)co2)cc1, predict the reactants needed to synthesize it. The reactants are: FS(F)(F)(F)(F)c1ccc(C=Cc2nc(CCl)co2)cc1.Oc1ccc(OCCCn2ccnn2)cc1.